Dataset: Forward reaction prediction with 1.9M reactions from USPTO patents (1976-2016). Task: Predict the product of the given reaction. (1) Given the reactants C([N:8]1[C:12]2[CH2:13][CH:14]([F:16])[CH2:15][C:11]=2[C:10]([C:17]2[NH:21][N:20]=[N:19][N:18]=2)=[N:9]1)C1C=CC=CC=1.C(O)=O, predict the reaction product. The product is: [F:16][CH:14]1[CH2:15][C:11]2=[C:10]([C:17]3[NH:21][N:20]=[N:19][N:18]=3)[NH:9][N:8]=[C:12]2[CH2:13]1. (2) Given the reactants [CH2:1]([NH:3][C:4]1[CH:11]=[C:10]([N:12]2[C:16]3=[N:17][CH:18]=[CH:19][C:20]([N:21]4[CH:25]=[C:24]([C:26]5[CH:27]=[N:28][N:29]([CH3:31])[CH:30]=5)[N:23]=[CH:22]4)=[C:15]3[C:14]([CH:32]([CH3:34])[CH3:33])=[N:13]2)[CH:9]=[CH:8][C:5]=1[C:6]#[N:7])[CH3:2].[OH:35]O.[OH-].[Na+].O, predict the reaction product. The product is: [CH2:1]([NH:3][C:4]1[CH:11]=[C:10]([N:12]2[C:16]3=[N:17][CH:18]=[CH:19][C:20]([N:21]4[CH:25]=[C:24]([C:26]5[CH:27]=[N:28][N:29]([CH3:31])[CH:30]=5)[N:23]=[CH:22]4)=[C:15]3[C:14]([CH:32]([CH3:33])[CH3:34])=[N:13]2)[CH:9]=[CH:8][C:5]=1[C:6]([NH2:7])=[O:35])[CH3:2]. (3) Given the reactants [CH3:1][N:2]1[C:6]2[CH:7]=[C:8]([N:11]3[CH:16]=[CH:15][C:14]([OH:17])=[CH:13][C:12]3=[O:18])[CH:9]=[CH:10][C:5]=2[N:4]=[C:3]1[CH3:19].[F:20][C:21]([F:30])([F:29])[C:22]1[S:26][CH:25]=[C:24]([CH2:27]O)[CH:23]=1.N(C(N1CCCCC1)=O)=NC(N1CCCCC1)=O.C(P(CCCC)CCCC)CCC, predict the reaction product. The product is: [CH3:1][N:2]1[C:6]2[CH:7]=[C:8]([N:11]3[CH:16]=[CH:15][C:14]([O:17][CH2:27][C:24]4[CH:23]=[C:22]([C:21]([F:30])([F:29])[F:20])[S:26][CH:25]=4)=[CH:13][C:12]3=[O:18])[CH:9]=[CH:10][C:5]=2[N:4]=[C:3]1[CH3:19].